Dataset: Full USPTO retrosynthesis dataset with 1.9M reactions from patents (1976-2016). Task: Predict the reactants needed to synthesize the given product. (1) The reactants are: C([O:8][C:9]1[CH:14]=[CH:13][C:12]([CH2:15][C@@H:16]([O:22][CH2:23][CH3:24])[C:17]([O:19][CH2:20][CH3:21])=[O:18])=[CH:11][CH:10]=1)C1C=CC=CC=1. Given the product [CH2:23]([O:22][C@H:16]([CH2:15][C:12]1[CH:11]=[CH:10][C:9]([OH:8])=[CH:14][CH:13]=1)[C:17]([O:19][CH2:20][CH3:21])=[O:18])[CH3:24], predict the reactants needed to synthesize it. (2) Given the product [CH2:14]([S:1][C:2]1[CH:3]=[CH:4][C:5]([CH2:8][C:9]([O:11][CH2:12][CH3:13])=[O:10])=[CH:6][CH:7]=1)[CH3:15], predict the reactants needed to synthesize it. The reactants are: [SH:1][C:2]1[CH:7]=[CH:6][C:5]([CH2:8][C:9]([O:11][CH2:12][CH3:13])=[O:10])=[CH:4][CH:3]=1.[CH2:14](I)[CH3:15]. (3) Given the product [CH3:1][O:2][C:3]([C@H:5]1[CH2:10][CH2:9][C@H:8]([CH2:11][NH:12][C:13]2[CH:18]=[C:17]([O:19][CH3:20])[C:16]([F:21])=[CH:15][C:14]=2[NH2:22])[CH2:7][CH2:6]1)=[O:4], predict the reactants needed to synthesize it. The reactants are: [CH3:1][O:2][C:3]([C@H:5]1[CH2:10][CH2:9][C@H:8]([CH2:11][NH:12][C:13]2[CH:18]=[C:17]([O:19][CH3:20])[C:16]([F:21])=[CH:15][C:14]=2[N+:22]([O-])=O)[CH2:7][CH2:6]1)=[O:4].[H][H]. (4) The reactants are: [C:1]([O:5][C:6](=[O:41])[NH:7][CH:8]([C:36](=[O:40])[N:37]([CH3:39])[CH3:38])[CH2:9][C:10]1[CH:15]=[CH:14][C:13]([O:16][C:17]2[CH:22]=[CH:21][C:20]([CH2:23][CH2:24][C:25](=[O:35])[NH:26][O:27]CC3C=CC=CC=3)=[CH:19][CH:18]=2)=[CH:12][CH:11]=1)([CH3:4])([CH3:3])[CH3:2].[H][H]. Given the product [C:1]([O:5][C:6](=[O:41])[NH:7][CH:8]([C:36](=[O:40])[N:37]([CH3:39])[CH3:38])[CH2:9][C:10]1[CH:11]=[CH:12][C:13]([O:16][C:17]2[CH:22]=[CH:21][C:20]([CH2:23][CH2:24][C:25](=[O:35])[NH:26][OH:27])=[CH:19][CH:18]=2)=[CH:14][CH:15]=1)([CH3:2])([CH3:4])[CH3:3], predict the reactants needed to synthesize it. (5) Given the product [CH:17]([C:14]1[CH:15]=[CH:16][C:11]([CH:8]2[C:7]3[C:2]([O:38][CH3:36])=[C:3]([NH:22][C:23](=[O:29])[CH2:24][C:25]([CH3:28])([CH3:27])[CH3:26])[C:4]([CH3:21])=[C:5]([CH3:20])[C:6]=3[O:10][CH2:9]2)=[CH:12][CH:13]=1)([CH3:19])[CH3:18], predict the reactants needed to synthesize it. The reactants are: Br[C:2]1[C:7]2[CH:8]([C:11]3[CH:16]=[CH:15][C:14]([CH:17]([CH3:19])[CH3:18])=[CH:13][CH:12]=3)[CH2:9][O:10][C:6]=2[C:5]([CH3:20])=[C:4]([CH3:21])[C:3]=1[NH:22][C:23](=[O:29])[CH2:24][C:25]([CH3:28])([CH3:27])[CH3:26].CCCCCC.[C:36](OCC)(=[O:38])C. (6) Given the product [F:1][C:2]([F:18])([F:19])[C:3]1[C:13]([C:14]([F:17])([F:16])[F:15])=[CH:12][CH:11]=[CH:10][C:4]=1[CH2:5][N:6]1[C:23](=[O:22])[C:24]([C:25]([O:27][CH2:28][CH3:29])=[O:26])=[CH:30][NH:9][C:7]1=[O:8], predict the reactants needed to synthesize it. The reactants are: [F:1][C:2]([F:19])([F:18])[C:3]1[C:13]([C:14]([F:17])([F:16])[F:15])=[CH:12][CH:11]=[CH:10][C:4]=1[CH2:5][NH:6][C:7]([NH2:9])=[O:8].C([O:22][CH:23]=[C:24]([C:30](OCC)=O)[C:25]([O:27][CH2:28][CH3:29])=[O:26])C.[O-]CC.[Na+].Cl. (7) Given the product [OH:1][C@@H:2]([C@H:4]1[C:24](=[O:25])[N:6]2[C:7]([C:21]([O:23][CH2:27][CH3:28])=[O:22])=[C:8]([S:11]/[CH:12]=[CH:13]\[C:14]3[S:18][CH:17]=[N:16][C:15]=3[CH2:19][OH:20])[C@H:9]([CH3:10])[C@H:5]12)[CH3:3], predict the reactants needed to synthesize it. The reactants are: [OH:1][C@@H:2]([C@H:4]1[C:24](=[O:25])[N:6]2[C:7]([C:21]([O-:23])=[O:22])=[C:8]([S:11]/[CH:12]=[CH:13]\[C:14]3[S:18][CH:17]=[N:16][C:15]=3[CH2:19][OH:20])[C@H:9]([CH3:10])[C@H:5]12)[CH3:3].[Na+].[CH2:27](I)[CH3:28]. (8) Given the product [F:25][C:16]1[CH:15]=[C:14]([CH:19]=[CH:18][C:17]=1[NH:20][S:21]([CH3:24])(=[O:23])=[O:22])[CH2:13][NH:12][C:10](=[O:11])[CH:9]=[CH:8][C:7]1[C:2]([NH:34][CH2:33][CH2:32][O:31][CH3:30])=[N:3][C:4]([C:26]([F:29])([F:28])[F:27])=[CH:5][CH:6]=1, predict the reactants needed to synthesize it. The reactants are: Cl[C:2]1[C:7]([CH:8]=[CH:9][C:10]([NH:12][CH2:13][C:14]2[CH:19]=[CH:18][C:17]([NH:20][S:21]([CH3:24])(=[O:23])=[O:22])=[C:16]([F:25])[CH:15]=2)=[O:11])=[CH:6][CH:5]=[C:4]([C:26]([F:29])([F:28])[F:27])[N:3]=1.[CH3:30][O:31][CH2:32][CH2:33][NH2:34].C([O-])([O-])=O.[K+].[K+]. (9) Given the product [F:45][C:11]1[CH:10]=[C:9]([C:4]2[C:3]([C:1]#[N:2])=[CH:8][CH:7]=[CH:6][CH:5]=2)[CH:14]=[CH:13][C:12]=1[CH2:15][C:16]1[C:17](=[O:44])[N:18]([C@H:28]2[CH2:29][CH2:30][C@H:31]([O:34][CH:35]([CH3:43])[C:31]([OH:34])([CH3:32])[CH3:30])[CH2:32][CH2:33]2)[C:19]2[N:20]([N:25]=[CH:26][N:27]=2)[C:21]=1[CH2:22][CH2:23][CH3:24], predict the reactants needed to synthesize it. The reactants are: [C:1]([C:3]1[CH:8]=[CH:7][CH:6]=[CH:5][C:4]=1[C:9]1[CH:14]=[CH:13][C:12]([CH2:15][C:16]2[C:17](=[O:44])[N:18]([C@H:28]3[CH2:33][CH2:32][C@H:31]([O:34][CH:35]([CH3:43])C(OC(C)(C)C)=O)[CH2:30][CH2:29]3)[C:19]3[N:20]([N:25]=[CH:26][N:27]=3)[C:21]=2[CH2:22][CH2:23][CH3:24])=[C:11]([F:45])[CH:10]=1)#[N:2].C[Mg]Br.